From a dataset of Full USPTO retrosynthesis dataset with 1.9M reactions from patents (1976-2016). Predict the reactants needed to synthesize the given product. (1) Given the product [NH2:19][C:20]1[N:25]=[CH:24][C:23]([C:26]2[CH:27]=[CH:28][C:29]([C:32]([N:34]3[CH2:38][CH2:37][CH2:36][C@@H:35]3[CH2:39][N:40]3[CH2:41][CH2:42][CH2:43][CH2:44]3)=[O:33])=[CH:30][CH:31]=2)=[CH:22][C:21]=1[O:45][CH2:46][C:47]1[CH:48]=[CH:49][CH:50]=[CH:51][CH:52]=1.[NH2:19][C:20]1[N:25]=[CH:24][C:23]([C:26]2[CH:27]=[CH:28][C:29]([C:32]([N:34]3[CH2:38][CH2:37][CH2:36][C@@H:35]3[CH2:39][N:40]3[CH2:44][CH2:43][CH2:42][CH2:41]3)=[O:33])=[CH:30][CH:31]=2)=[CH:22][C:21]=1[OH:45], predict the reactants needed to synthesize it. The reactants are: NC1C(OCC2C=CC=CC=2)=CC(C(O)=O)=CN=1.[NH2:19][C:20]1[N:25]=[CH:24][C:23]([C:26]2[CH:31]=[CH:30][C:29]([C:32]([N:34]3[CH2:38][CH2:37][CH2:36][C@@H:35]3[CH2:39][N:40]3[CH2:44][CH2:43][CH2:42][CH2:41]3)=[O:33])=[CH:28][CH:27]=2)=[CH:22][C:21]=1[O:45][CH2:46][C:47]1[CH:52]=[CH:51][CH:50]=[CH:49][CH:48]=1. (2) Given the product [F:9][C:4]1[C:3]([C:1]#[C:2][C:14]2[CH:15]=[CH:16][C:11]([F:10])=[CH:12][C:13]=2[N+:18]([O-:20])=[O:19])=[CH:8][CH:7]=[CH:6][N:5]=1, predict the reactants needed to synthesize it. The reactants are: [C:1]([C:3]1[C:4]([F:9])=[N:5][CH:6]=[CH:7][CH:8]=1)#[CH:2].[F:10][C:11]1[CH:16]=[CH:15][C:14](I)=[C:13]([N+:18]([O-:20])=[O:19])[CH:12]=1.C(N(CC)CC)C.